This data is from Retrosynthesis with 50K atom-mapped reactions and 10 reaction types from USPTO. The task is: Predict the reactants needed to synthesize the given product. (1) Given the product Clc1cc(-c2cccc3ncccc23)ncn1, predict the reactants needed to synthesize it. The reactants are: Clc1cc(Cl)ncn1.OB(O)c1cccc2ncccc12. (2) Given the product Nc1cccc(Oc2nnc(N)nc2-c2ccccc2)c1, predict the reactants needed to synthesize it. The reactants are: Nc1cccc(O)c1.Nc1nnc(Br)c(-c2ccccc2)n1. (3) Given the product COC(=O)c1ccc(F)c(NS(C)(=O)=O)c1, predict the reactants needed to synthesize it. The reactants are: COC(=O)c1ccc(F)c(N)c1.CS(=O)(=O)Cl. (4) Given the product Cn1ccnc1Sc1ccc(Nc2c(C#N)cnc3cc(N4CCC(N5CCCC5)CC4)c([N+](=O)[O-])cc23)cc1Cl, predict the reactants needed to synthesize it. The reactants are: Cn1ccnc1Sc1ccc(N)cc1Cl.N#Cc1cnc2cc(N3CCC(N4CCCC4)CC3)c([N+](=O)[O-])cc2c1Cl. (5) Given the product CC(=O)C(C)(C)c1c(F)cccc1Oc1cnc2c(F)c(F)ccc2c1, predict the reactants needed to synthesize it. The reactants are: CC(=O)C(C)(C)c1c(O)cccc1F.Fc1ccc2cc(I)cnc2c1F.